The task is: Predict the product of the given reaction.. This data is from Forward reaction prediction with 1.9M reactions from USPTO patents (1976-2016). (1) Given the reactants Br[CH2:2][C:3]1[C:13]([Cl:14])=[N:12][CH:11]=[CH:10][C:4]=1[C:5]([O:7]CC)=O.Cl.[CH3:16][C:17]1[CH:18]=[C:19]([CH:29]([NH2:31])[CH3:30])[CH:20]=[N:21][C:22]=1[CH2:23][CH2:24][C:25]([F:28])([F:27])[F:26], predict the reaction product. The product is: [Cl:14][C:13]1[C:3]2[CH2:2][N:31]([CH:29]([C:19]3[CH:20]=[N:21][C:22]([CH2:23][CH2:24][C:25]([F:28])([F:26])[F:27])=[C:17]([CH3:16])[CH:18]=3)[CH3:30])[C:5](=[O:7])[C:4]=2[CH:10]=[CH:11][N:12]=1. (2) Given the reactants [F:1][C:2]1[CH:7]=[C:6]([C:8]2[S:12][CH:11]=[N:10][C:9]=2[C:13]2[CH:18]=[CH:17][C:16]([F:19])=[CH:15][CH:14]=2)[CH:5]=[CH:4][N:3]=1.C([Li])CCC.[N:25]1[CH:30]=[CH:29][CH:28]=[C:27]([CH:31]=[O:32])[CH:26]=1, predict the reaction product. The product is: [F:19][C:16]1[CH:15]=[CH:14][C:13]([C:9]2[N:10]=[C:11]([CH:31]([C:27]3[CH:26]=[N:25][CH:30]=[CH:29][CH:28]=3)[OH:32])[S:12][C:8]=2[C:6]2[CH:5]=[CH:4][N:3]=[C:2]([F:1])[CH:7]=2)=[CH:18][CH:17]=1. (3) Given the reactants FC(F)(F)C(O)=O.[OH:8][CH:9]([CH2:29][OH:30])[CH2:10][O:11][C:12]1[CH:13]=[C:14]([CH:24]=[C:25]([O:27][CH3:28])[CH:26]=1)[C:15]([NH:17][CH:18]1[CH2:23][CH2:22][NH:21][CH2:20][CH2:19]1)=[O:16].[CH2:31]([O:33][C:34]1[CH:35]=[C:36]([CH:39]=[C:40]([O:47][CH2:48][CH3:49])[C:41]=1[N:42]1[CH:46]=[CH:45][CH:44]=[CH:43]1)[CH:37]=O)[CH3:32].C([BH3-])#N.[Na+].C(N(C(C)C)C(C)C)C, predict the reaction product. The product is: [CH2:31]([O:33][C:34]1[CH:35]=[C:36]([CH:39]=[C:40]([O:47][CH2:48][CH3:49])[C:41]=1[N:42]1[CH:46]=[CH:45][CH:44]=[CH:43]1)[CH2:37][N:21]1[CH2:22][CH2:23][CH:18]([NH:17][C:15](=[O:16])[C:14]2[CH:24]=[C:25]([O:27][CH3:28])[CH:26]=[C:12]([O:11][CH2:10][CH:9]([OH:8])[CH2:29][OH:30])[CH:13]=2)[CH2:19][CH2:20]1)[CH3:32].